Dataset: CYP3A4 inhibition data for predicting drug metabolism from PubChem BioAssay. Task: Regression/Classification. Given a drug SMILES string, predict its absorption, distribution, metabolism, or excretion properties. Task type varies by dataset: regression for continuous measurements (e.g., permeability, clearance, half-life) or binary classification for categorical outcomes (e.g., BBB penetration, CYP inhibition). Dataset: cyp3a4_veith. (1) The drug is O=C(Nc1ccc(-c2cn3ccccc3n2)cc1)c1ccc(Cl)cc1. The result is 0 (non-inhibitor). (2) The compound is COCCn1c(=O)c(-c2cccc(C#N)c2)nc2cnc(N3CCOCC3)nc21. The result is 0 (non-inhibitor).